Dataset: Reaction yield outcomes from USPTO patents with 853,638 reactions. Task: Predict the reaction yield, written as a fraction of the theoretical maximum amount of product (1.0 means a 100% yield; for example, 0.34 means a 34% yield). (1) The reactants are [Cl:1][C:2]1[C:11]([CH:12]=[O:13])=[CH:10][C:9]2[C:4](=[CH:5][CH:6]=[C:7]([O:14]C)[CH:8]=2)[N:3]=1.B(Br)(Br)Br.C(=O)(O)[O-].[Na+]. The catalyst is ClCCl. The product is [Cl:1][C:2]1[C:11]([CH:12]=[O:13])=[CH:10][C:9]2[C:4](=[CH:5][CH:6]=[C:7]([OH:14])[CH:8]=2)[N:3]=1. The yield is 0.610. (2) The reactants are [F:1][C:2]1[CH:10]=[CH:9][CH:8]=[C:7]2[C:3]=1[CH:4]=[CH:5][NH:6]2.[C:11]([O:15][C:16]([N:18]1[CH2:23][CH2:22][C:21](=O)[CH2:20][CH2:19]1)=[O:17])([CH3:14])([CH3:13])[CH3:12].N1CCCC1. The catalyst is C(O)C. The product is [C:11]([O:15][C:16]([N:18]1[CH2:19][CH:20]=[C:21]([C:4]2[C:3]3[C:7](=[CH:8][CH:9]=[CH:10][C:2]=3[F:1])[NH:6][CH:5]=2)[CH2:22][CH2:23]1)=[O:17])([CH3:14])([CH3:12])[CH3:13]. The yield is 0.270. (3) The reactants are [O:1]1[CH2:6][CH2:5][CH:4]([O:7][CH2:8][CH2:9][O:10][CH:11]2[CH2:16][CH2:15][N:14]([C:17]3[CH:18]=[N:19][CH:20]=[C:21]4[C:26]=3[N:25]=[C:24]([C:27]([NH2:29])=[O:28])[CH:23]=[CH:22]4)[CH2:13][CH2:12]2)[CH2:3][CH2:2]1.[ClH:30].O1CCOCC1. The catalyst is C(O)C. The product is [ClH:30].[O:1]1[CH2:6][CH2:5][CH:4]([O:7][CH2:8][CH2:9][O:10][CH:11]2[CH2:12][CH2:13][N:14]([C:17]3[CH:18]=[N:19][CH:20]=[C:21]4[C:26]=3[N:25]=[C:24]([C:27]([NH2:29])=[O:28])[CH:23]=[CH:22]4)[CH2:15][CH2:16]2)[CH2:3][CH2:2]1. The yield is 0.840. (4) The reactants are [OH:1][CH2:2][C:3]([CH3:9])([CH3:8])[C:4]([O:6][CH3:7])=[O:5].[CH3:10][O:11][C:12]1[CH:17]=[CH:16][C:15](O)=[CH:14][CH:13]=1.C1(P(C2C=CC=CC=2)C2C=CC=CC=2)C=CC=CC=1.CCOC(/N=N/C(OCC)=O)=O. The catalyst is C1COCC1.C1(C)C=CC=CC=1. The product is [CH3:10][O:11][C:12]1[CH:17]=[CH:16][C:15]([O:1][CH2:2][C:3]([CH3:9])([CH3:8])[C:4]([O:6][CH3:7])=[O:5])=[CH:14][CH:13]=1. The yield is 0.980.